From a dataset of Forward reaction prediction with 1.9M reactions from USPTO patents (1976-2016). Predict the product of the given reaction. (1) Given the reactants [NH2:1][CH:2]1[CH2:23][C:5]2[N:6]([CH2:15][C:16]3[CH:21]=[CH:20][CH:19]=[C:18]([F:22])[N:17]=3)[C:7]3[CH:8]=[CH:9][C:10]([C:13]#[N:14])=[CH:11][C:12]=3[C:4]=2[CH2:3]1.C(N(C(C)C)CC)(C)C.[CH3:33][N:34]([CH3:38])[C:35](Cl)=[O:36], predict the reaction product. The product is: [C:13]([C:10]1[CH:9]=[CH:8][C:7]2[N:6]([CH2:15][C:16]3[CH:21]=[CH:20][CH:19]=[C:18]([F:22])[N:17]=3)[C:5]3[CH2:23][CH:2]([NH:1][C:35](=[O:36])[N:34]([CH3:38])[CH3:33])[CH2:3][C:4]=3[C:12]=2[CH:11]=1)#[N:14]. (2) Given the reactants [CH:1]1([N:4]2[CH:8]=[C:7]([C:9]3[CH:14]=[CH:13][N:12]=[CH:11][CH:10]=3)[C:6]([C:15]3[C:16]([F:36])=[C:17]([N:21](COC)[S:22]([C:25]4[CH:30]=[C:29]([F:31])[CH:28]=[CH:27][C:26]=4[F:32])(=[O:24])=[O:23])[CH:18]=[CH:19][CH:20]=3)=[N:5]2)[CH2:3][CH2:2]1, predict the reaction product. The product is: [CH:1]1([N:4]2[CH:8]=[C:7]([C:9]3[CH:14]=[CH:13][N:12]=[CH:11][CH:10]=3)[C:6]([C:15]3[C:16]([F:36])=[C:17]([NH:21][S:22]([C:25]4[CH:30]=[C:29]([F:31])[CH:28]=[CH:27][C:26]=4[F:32])(=[O:23])=[O:24])[CH:18]=[CH:19][CH:20]=3)=[N:5]2)[CH2:3][CH2:2]1. (3) Given the reactants C[O:2][C:3](=[O:41])[CH:4]([C:10]1[CH:11]=[C:12]([C:25]2[CH:30]=[C:29]([C:31]([NH2:33])=[O:32])[CH:28]=[CH:27][C:26]=2[O:34]C(OC)OCC)[C:13]([O:18]COCCOC)=[C:14]([C:16]#[CH:17])[CH:15]=1)[CH2:5][C:6]([O:8]C)=[O:7].I[C:43]1[CH:44]=[C:45]([CH:48]=[CH:49][C:50]=1[NH:51]C(OC(C)(C)C)=O)[C:46]#[N:47].C([N:61](CC)CC)C.N#N.C(O)(=O)CC(CC(O)=O)(C(O)=O)O, predict the reaction product. The product is: [C:46]([C:45]1[CH:48]=[C:49]2[C:50](=[CH:43][CH:44]=1)[NH:51][C:16]([C:14]1[CH:15]=[C:10]([CH:4]([CH2:5][C:6]([OH:8])=[O:7])[C:3]([OH:2])=[O:41])[CH:11]=[C:12]([C:25]3[CH:30]=[C:29]([C:31]([NH2:33])=[O:32])[CH:28]=[CH:27][C:26]=3[OH:34])[C:13]=1[OH:18])=[CH:17]2)(=[NH:47])[NH2:61]. (4) Given the reactants [Br:1][C:2]1[CH:3]=[CH:4][C:5]([CH3:15])=[C:6]([C:8](=[O:14])[CH2:9][CH2:10][CH2:11][O:12][CH3:13])[CH:7]=1.[C:16](O)(=[O:18])[CH3:17].C(=O)(O)[O-].[Na+], predict the reaction product. The product is: [Br:1][C:2]1[CH:3]=[CH:4][C:5]([CH3:15])=[C:6]([C:8]2([CH2:9][CH2:10][CH2:11][O:12][CH3:13])[O:18][CH2:16][CH2:17][O:14]2)[CH:7]=1.